This data is from NCI-60 drug combinations with 297,098 pairs across 59 cell lines. The task is: Regression. Given two drug SMILES strings and cell line genomic features, predict the synergy score measuring deviation from expected non-interaction effect. (1) Drug 1: C1C(C(OC1N2C=NC3=C(N=C(N=C32)Cl)N)CO)O. Drug 2: CC1=C(C(=O)C2=C(C1=O)N3CC4C(C3(C2COC(=O)N)OC)N4)N. Cell line: SNB-19. Synergy scores: CSS=57.0, Synergy_ZIP=1.16, Synergy_Bliss=1.80, Synergy_Loewe=4.85, Synergy_HSA=7.00. (2) Cell line: MCF7. Drug 1: C1=CC(=CC=C1CCC2=CNC3=C2C(=O)NC(=N3)N)C(=O)NC(CCC(=O)O)C(=O)O. Synergy scores: CSS=39.8, Synergy_ZIP=-6.26, Synergy_Bliss=-3.79, Synergy_Loewe=0.0301, Synergy_HSA=4.47. Drug 2: C1CCC(C(C1)N)N.C(=O)(C(=O)[O-])[O-].[Pt+4]. (3) Drug 1: CCN(CC)CCCC(C)NC1=C2C=C(C=CC2=NC3=C1C=CC(=C3)Cl)OC. Drug 2: C1CN(P(=O)(OC1)NCCCl)CCCl. Cell line: EKVX. Synergy scores: CSS=18.7, Synergy_ZIP=-5.47, Synergy_Bliss=0.0853, Synergy_Loewe=-47.0, Synergy_HSA=-0.995. (4) Drug 1: C1=C(C(=O)NC(=O)N1)N(CCCl)CCCl. Drug 2: C1=NC2=C(N1)C(=S)N=CN2. Cell line: HCC-2998. Synergy scores: CSS=3.33, Synergy_ZIP=-11.6, Synergy_Bliss=-22.0, Synergy_Loewe=-27.6, Synergy_HSA=-19.9. (5) Drug 1: CC1CCC2CC(C(=CC=CC=CC(CC(C(=O)C(C(C(=CC(C(=O)CC(OC(=O)C3CCCCN3C(=O)C(=O)C1(O2)O)C(C)CC4CCC(C(C4)OC)OCCO)C)C)O)OC)C)C)C)OC. Drug 2: C1CN(P(=O)(OC1)NCCCl)CCCl. Cell line: T-47D. Synergy scores: CSS=-0.865, Synergy_ZIP=3.34, Synergy_Bliss=6.69, Synergy_Loewe=0.288, Synergy_HSA=2.16.